Dataset: NCI-60 drug combinations with 297,098 pairs across 59 cell lines. Task: Regression. Given two drug SMILES strings and cell line genomic features, predict the synergy score measuring deviation from expected non-interaction effect. (1) Drug 1: CN(C)C1=NC(=NC(=N1)N(C)C)N(C)C. Drug 2: N.N.Cl[Pt+2]Cl. Cell line: SF-295. Synergy scores: CSS=3.39, Synergy_ZIP=-1.21, Synergy_Bliss=-0.488, Synergy_Loewe=0.875, Synergy_HSA=0.520. (2) Drug 1: C1=CC=C(C(=C1)C(C2=CC=C(C=C2)Cl)C(Cl)Cl)Cl. Drug 2: CC(C)(C#N)C1=CC(=CC(=C1)CN2C=NC=N2)C(C)(C)C#N. Cell line: TK-10. Synergy scores: CSS=0.0165, Synergy_ZIP=2.76, Synergy_Bliss=3.87, Synergy_Loewe=-1.93, Synergy_HSA=-1.75. (3) Drug 1: C1C(C(OC1N2C=NC3=C(N=C(N=C32)Cl)N)CO)O. Drug 2: C1C(C(OC1N2C=NC3=C2NC=NCC3O)CO)O. Cell line: NCIH23. Synergy scores: CSS=43.2, Synergy_ZIP=-2.42, Synergy_Bliss=-3.50, Synergy_Loewe=-26.4, Synergy_HSA=-5.20. (4) Drug 1: CS(=O)(=O)C1=CC(=C(C=C1)C(=O)NC2=CC(=C(C=C2)Cl)C3=CC=CC=N3)Cl. Drug 2: COCCOC1=C(C=C2C(=C1)C(=NC=N2)NC3=CC=CC(=C3)C#C)OCCOC.Cl. Cell line: DU-145. Synergy scores: CSS=16.8, Synergy_ZIP=-1.84, Synergy_Bliss=5.89, Synergy_Loewe=-0.194, Synergy_HSA=4.65. (5) Synergy scores: CSS=25.2, Synergy_ZIP=-5.82, Synergy_Bliss=-9.27, Synergy_Loewe=-19.2, Synergy_HSA=-6.10. Drug 1: CC1=C(C(=O)C2=C(C1=O)N3CC4C(C3(C2COC(=O)N)OC)N4)N. Cell line: TK-10. Drug 2: CC1CCCC2(C(O2)CC(NC(=O)CC(C(C(=O)C(C1O)C)(C)C)O)C(=CC3=CSC(=N3)C)C)C. (6) Drug 1: CC1=C2C(C(=O)C3(C(CC4C(C3C(C(C2(C)C)(CC1OC(=O)C(C(C5=CC=CC=C5)NC(=O)OC(C)(C)C)O)O)OC(=O)C6=CC=CC=C6)(CO4)OC(=O)C)OC)C)OC. Drug 2: CC12CCC3C(C1CCC2=O)CC(=C)C4=CC(=O)C=CC34C. Cell line: PC-3. Synergy scores: CSS=60.6, Synergy_ZIP=9.03, Synergy_Bliss=6.71, Synergy_Loewe=5.43, Synergy_HSA=11.3. (7) Drug 1: C1=CC(=C2C(=C1NCCNCCO)C(=O)C3=C(C=CC(=C3C2=O)O)O)NCCNCCO. Drug 2: C1=CN(C(=O)N=C1N)C2C(C(C(O2)CO)O)O.Cl. Cell line: HOP-62. Synergy scores: CSS=67.7, Synergy_ZIP=-0.933, Synergy_Bliss=-1.24, Synergy_Loewe=1.30, Synergy_HSA=4.43. (8) Drug 1: CCC1=C2CN3C(=CC4=C(C3=O)COC(=O)C4(CC)O)C2=NC5=C1C=C(C=C5)O. Drug 2: C(CN)CNCCSP(=O)(O)O. Cell line: SK-OV-3. Synergy scores: CSS=21.7, Synergy_ZIP=-7.89, Synergy_Bliss=-0.938, Synergy_Loewe=-31.2, Synergy_HSA=-1.88. (9) Drug 1: C1=CC=C(C(=C1)C(C2=CC=C(C=C2)Cl)C(Cl)Cl)Cl. Drug 2: COC1=NC(=NC2=C1N=CN2C3C(C(C(O3)CO)O)O)N. Cell line: SNB-19. Synergy scores: CSS=-1.26, Synergy_ZIP=-0.133, Synergy_Bliss=1.98, Synergy_Loewe=-0.586, Synergy_HSA=-0.447. (10) Drug 1: CN(C)C1=NC(=NC(=N1)N(C)C)N(C)C. Drug 2: CCC1(CC2CC(C3=C(CCN(C2)C1)C4=CC=CC=C4N3)(C5=C(C=C6C(=C5)C78CCN9C7C(C=CC9)(C(C(C8N6C=O)(C(=O)OC)O)OC(=O)C)CC)OC)C(=O)OC)O.OS(=O)(=O)O. Cell line: NCI-H226. Synergy scores: CSS=12.4, Synergy_ZIP=0.800, Synergy_Bliss=6.25, Synergy_Loewe=-4.66, Synergy_HSA=0.0373.